Dataset: Reaction yield outcomes from USPTO patents with 853,638 reactions. Task: Predict the reaction yield, written as a fraction of the theoretical maximum amount of product (1.0 means a 100% yield; for example, 0.34 means a 34% yield). The reactants are F[P-](F)(F)(F)(F)F.N1(O[P+](N(C)C)(N(C)C)N(C)C)C2C=CC=CC=2N=N1.[CH:28]1([CH2:34][C@H:35]([N:39]2[CH2:47][C:46]3[C:41](=[CH:42][CH:43]=[C:44]([N+:48]([O-:50])=[O:49])[CH:45]=3)[C:40]2=[O:51])[C:36](O)=[O:37])[CH2:33][CH2:32][CH2:31][CH2:30][CH2:29]1.Cl.[NH2:53][C:54]1[S:55][C:56]([Cl:59])=[CH:57][N:58]=1.C1(C[C@H](N2CC3C(=CC=CC=3)C2=O)C(NC2SC=CN=2)=O)CCCCC1. No catalyst specified. The product is [Cl:59][C:56]1[S:55][C:54]([NH:53][C:36](=[O:37])[C@@H:35]([N:39]2[CH2:47][C:46]3[C:41](=[CH:42][CH:43]=[C:44]([N+:48]([O-:50])=[O:49])[CH:45]=3)[C:40]2=[O:51])[CH2:34][CH:28]2[CH2:29][CH2:30][CH2:31][CH2:32][CH2:33]2)=[N:58][CH:57]=1. The yield is 0.250.